From a dataset of Peptide-MHC class I binding affinity with 185,985 pairs from IEDB/IMGT. Regression. Given a peptide amino acid sequence and an MHC pseudo amino acid sequence, predict their binding affinity value. This is MHC class I binding data. (1) The peptide sequence is PLTINKEEAL. The MHC is HLA-A02:01 with pseudo-sequence HLA-A02:01. The binding affinity (normalized) is 0.0472. (2) The peptide sequence is TFVPIAWAAAY. The MHC is HLA-B58:01 with pseudo-sequence HLA-B58:01. The binding affinity (normalized) is 0.0847. (3) The peptide sequence is DSVKGRFTISR. The MHC is HLA-A03:01 with pseudo-sequence HLA-A03:01. The binding affinity (normalized) is 0.170.